From a dataset of Full USPTO retrosynthesis dataset with 1.9M reactions from patents (1976-2016). Predict the reactants needed to synthesize the given product. (1) The reactants are: C[C:2]([CH3:5])([O-:4])C.[K+].[Br:7][C:8]1[N:13]=[CH:12][C:11]([CH:14]=O)=[CH:10][CH:9]=1.C1C[O:19][CH2:18][CH2:17]1. Given the product [Br:7][C:8]1[N:13]=[CH:12][C:11](/[CH:14]=[CH:17]/[C:18]([O:4][CH2:2][CH3:5])=[O:19])=[CH:10][CH:9]=1, predict the reactants needed to synthesize it. (2) Given the product [NH:1]1[C:9]2[C:4](=[CH:5][C:6]([NH:10][C:11]3[C:15]([C:16]([NH2:18])=[O:17])=[C:14]([NH:19][CH2:25][C:24]4[CH:27]=[CH:28][C:21]([OH:20])=[CH:22][CH:23]=4)[NH:13][N:12]=3)=[CH:7][CH:8]=2)[CH:3]=[N:2]1, predict the reactants needed to synthesize it. The reactants are: [NH:1]1[C:9]2[C:4](=[CH:5][C:6]([NH:10][C:11]3[C:15]([C:16]([NH2:18])=[O:17])=[C:14]([NH2:19])[NH:13][N:12]=3)=[CH:7][CH:8]=2)[CH:3]=[N:2]1.[OH:20][C:21]1[CH:28]=[CH:27][C:24]([CH:25]=O)=[CH:23][CH:22]=1.